This data is from Orexin1 receptor HTS with 218,158 compounds and 233 confirmed actives. The task is: Binary Classification. Given a drug SMILES string, predict its activity (active/inactive) in a high-throughput screening assay against a specified biological target. (1) The compound is o1c(COc2c([N+]([O-])=O)cccc2)ccc1C(=O)Nc1ccc(cc1)C(=O)C. The result is 0 (inactive). (2) The compound is O1C(CCC1)CNC(=O)C(=O)NCCCN(C)C. The result is 0 (inactive). (3) The drug is S(=O)(=O)(c1nnn2c3c(c(NCC4OCCC4)nc12)cccc3)c1ccc(C(C)C)cc1. The result is 0 (inactive). (4) The molecule is S(C(C(=O)NCC1OCCC1)C)c1n(c(nn1)COc1ccc(F)cc1)CC=C. The result is 0 (inactive).